From a dataset of Full USPTO retrosynthesis dataset with 1.9M reactions from patents (1976-2016). Predict the reactants needed to synthesize the given product. (1) The reactants are: [Cl:1][C:2]1[N:10]=[C:9]([Cl:11])[C:8]([F:12])=[CH:7][C:3]=1[C:4]([OH:6])=[O:5].C(Cl)(=O)C(Cl)=O.[CH:19](O)([CH3:21])[CH3:20].N1C=CC=CC=1. Given the product [Cl:1][C:2]1[N:10]=[C:9]([Cl:11])[C:8]([F:12])=[CH:7][C:3]=1[C:4]([O:6][CH:19]([CH3:21])[CH3:20])=[O:5], predict the reactants needed to synthesize it. (2) Given the product [CH3:22][O:13][C:12]([C:7]1[C:6]([CH3:15])=[C:5]([OH:16])[C:4]2[C:9](=[CH:10][CH:11]=[C:2]([F:1])[CH:3]=2)[CH:8]=1)=[O:14], predict the reactants needed to synthesize it. The reactants are: [F:1][C:2]1[CH:3]=[C:4]2[C:9](=[CH:10][CH:11]=1)[CH:8]=[C:7]([C:12]([OH:14])=[O:13])[C:6]([CH3:15])=[C:5]2[OH:16].S(=O)(=O)(O)O.[C:22](OCC)(=O)C.CCCCCC. (3) Given the product [F:31][C:32]([F:51])([F:50])[S:33]([O:18][C:15]1[CH:16]=[C:17]2[C:12]([C:11]3([CH2:19][N:20]([CH3:22])[CH2:21]3)[CH2:10][N:9]2[C:7]2[C:6]([Cl:23])=[CH:5][N:4]=[C:3]([NH2:2])[N:8]=2)=[CH:13][CH:14]=1)(=[O:35])=[O:34], predict the reactants needed to synthesize it. The reactants are: Cl.[NH2:2][C:3]1[N:8]=[C:7]([N:9]2[C:17]3[C:12](=[CH:13][CH:14]=[C:15]([OH:18])[CH:16]=3)[C:11]3([CH2:21][N:20]([CH3:22])[CH2:19]3)[CH2:10]2)[C:6]([Cl:23])=[CH:5][N:4]=1.C(N(CC)CC)C.[F:31][C:32]([F:51])([F:50])[S:33](N(C1C=CC=CC=1)[S:33]([C:32]([F:51])([F:50])[F:31])(=[O:35])=[O:34])(=[O:35])=[O:34].CO.ClCCl. (4) Given the product [OH:8][C:9]1[CH:10]=[C:11]([CH:36]=[CH:37][CH:38]=1)[C:12]([NH:14][C:15]1[CH:16]=[N:17][C:18]([N:21]2[C:25]([C:26]([F:28])([F:27])[F:29])=[CH:24][C:23]([C:30]3[CH:31]=[N:32][CH:33]=[CH:34][CH:35]=3)=[N:22]2)=[CH:19][CH:20]=1)=[O:13], predict the reactants needed to synthesize it. The reactants are: C([O:8][C:9]1[CH:10]=[C:11]([CH:36]=[CH:37][CH:38]=1)[C:12]([NH:14][C:15]1[CH:16]=[N:17][C:18]([N:21]2[C:25]([C:26]([F:29])([F:28])[F:27])=[CH:24][C:23]([C:30]3[CH:31]=[N:32][CH:33]=[CH:34][CH:35]=3)=[N:22]2)=[CH:19][CH:20]=1)=[O:13])C1C=CC=CC=1. (5) Given the product [C:4]([C:3]1[C:2]([O:20][C:17]2[CH:18]=[CH:19][C:11]([F:10])=[C:12]([CH:16]=2)[C:13]([OH:15])=[O:14])=[N:9][CH:8]=[CH:7][CH:6]=1)#[N:5], predict the reactants needed to synthesize it. The reactants are: Cl[C:2]1[N:9]=[CH:8][CH:7]=[CH:6][C:3]=1[C:4]#[N:5].[F:10][C:11]1[CH:19]=[CH:18][C:17]([OH:20])=[CH:16][C:12]=1[C:13]([OH:15])=[O:14].C(=O)([O-])[O-].[Cs+].[Cs+].CS(C)=O. (6) Given the product [OH:4][C:3]([C:5]1[NH:9][C:8]2[CH:10]=[C:11]([C:16]([F:17])([F:18])[F:19])[C:12]([C:14]#[N:15])=[CH:13][C:7]=2[N:6]=1)([C:2]([F:20])([F:1])[F:21])[CH2:24][CH:23]=[CH2:22], predict the reactants needed to synthesize it. The reactants are: [F:1][C:2]([F:21])([F:20])[C:3]([C:5]1[NH:9][C:8]2[CH:10]=[C:11]([C:16]([F:19])([F:18])[F:17])[C:12]([C:14]#[N:15])=[CH:13][C:7]=2[N:6]=1)=[O:4].[CH2:22](Br)[CH:23]=[CH2:24].[In].Cl. (7) Given the product [CH2:1]([N:4]1[C:12]2[C:7](=[N:8][C:9]([C:40]3[CH:41]=[CH:42][C:43]([N:46]4[CH2:47][CH2:48][CH2:49][CH2:50]4)=[CH:44][CH:45]=3)=[C:10]([Cl:13])[CH:11]=2)[N:6]=[C:5]1[O:15][C@@H:16]1[CH2:20][O:19][C@@H:18]2[C@H:21]([O:24][Si:25]([C:28]([CH3:31])([CH3:30])[CH3:29])([CH3:27])[CH3:26])[CH2:22][O:23][C@H:17]12)[CH:2]=[CH2:3], predict the reactants needed to synthesize it. The reactants are: [CH2:1]([N:4]1[C:12]2[C:7](=[N:8][C:9](I)=[C:10]([Cl:13])[CH:11]=2)[N:6]=[C:5]1[O:15][C@@H:16]1[CH2:20][O:19][C@@H:18]2[C@H:21]([O:24][Si:25]([C:28]([CH3:31])([CH3:30])[CH3:29])([CH3:27])[CH3:26])[CH2:22][O:23][C@H:17]12)[CH:2]=[CH2:3].CC1(C)C(C)(C)OB([C:40]2[CH:45]=[CH:44][C:43]([N:46]3[CH2:50][CH2:49][CH2:48][CH2:47]3)=[CH:42][CH:41]=2)O1.P([O-])([O-])([O-])=O.[K+].[K+].[K+]. (8) Given the product [CH2:1]([O:8][C:9]1[CH:10]=[CH:11][C:12]([CH2:15][CH:16]([O:20][CH2:21][CH3:22])[C:17]([NH:24][C@H:25]([C:28]2[CH:33]=[CH:32][CH:31]=[CH:30][CH:29]=2)[CH2:26][OH:27])=[O:19])=[CH:13][CH:14]=1)[C:2]1[CH:3]=[CH:4][CH:5]=[CH:6][CH:7]=1, predict the reactants needed to synthesize it. The reactants are: [CH2:1]([O:8][C:9]1[CH:14]=[CH:13][C:12]([CH2:15][CH:16]([O:20][CH2:21][CH3:22])[C:17]([OH:19])=O)=[CH:11][CH:10]=1)[C:2]1[CH:7]=[CH:6][CH:5]=[CH:4][CH:3]=1.Cl.[NH2:24][C@H:25]([C:28]1[CH:33]=[CH:32][CH:31]=[CH:30][CH:29]=1)[CH2:26][OH:27].OS(O)(=O)=O.[OH-].[Na+].